Dataset: Reaction yield outcomes from USPTO patents with 853,638 reactions. Task: Predict the reaction yield, written as a fraction of the theoretical maximum amount of product (1.0 means a 100% yield; for example, 0.34 means a 34% yield). The reactants are [C:1]([OH:10])(=[O:9])/[CH:2]=[CH:3]\[CH:4]=[CH:5]\[C:6]([OH:8])=[O:7].II. The catalyst is C(O)C. The product is [C:1]([OH:10])(=[O:9])/[CH:2]=[CH:3]/[CH:4]=[CH:5]/[C:6]([OH:8])=[O:7]. The yield is 0.670.